From a dataset of Forward reaction prediction with 1.9M reactions from USPTO patents (1976-2016). Predict the product of the given reaction. (1) Given the reactants [CH:1]([C:3]1[C:4]([OH:38])=[C:5]([CH:35]=[CH:36][CH:37]=1)[C:6]([O:8][C@H:9]([C:20]1[CH:25]=[CH:24][C:23]([O:26][CH:27]([F:29])[F:28])=[C:22]([O:30][CH2:31][CH:32]2[CH2:34][CH2:33]2)[CH:21]=1)[CH2:10][C:11]1[C:16]([Cl:17])=[CH:15][N+:14]([O-:18])=[CH:13][C:12]=1[Cl:19])=[O:7])=O.Cl.Cl.[NH2:41][C@H:42]([C:54]1[CH:59]=[CH:58][CH:57]=[CH:56][CH:55]=1)[C:43]([O:45][C@@H:46]1[CH:51]2[CH2:52][CH2:53][N:48]([CH2:49][CH2:50]2)[CH2:47]1)=[O:44], predict the reaction product. The product is: [CH:6]([OH:8])=[O:7].[OH:38][C:4]1[C:3]([CH2:1][NH:41][CH:42]([C:54]2[CH:59]=[CH:58][CH:57]=[CH:56][CH:55]=2)[C:43](=[O:44])[O:45][C@@H:46]2[CH:51]3[CH2:50][CH2:49][N:48]([CH2:53][CH2:52]3)[CH2:47]2)=[CH:37][CH:36]=[CH:35][C:5]=1[C:6]([O:8][C@H:9]([C:20]1[CH:25]=[CH:24][C:23]([O:26][CH:27]([F:28])[F:29])=[C:22]([O:30][CH2:31][CH:32]2[CH2:33][CH2:34]2)[CH:21]=1)[CH2:10][C:11]1[C:16]([Cl:17])=[CH:15][N+:14]([O-:18])=[CH:13][C:12]=1[Cl:19])=[O:7]. (2) The product is: [Cl:1][CH2:2][CH2:3][C:5]1[CH:6]=[C:7]2[C:11](=[CH:12][CH:13]=1)[N:10]([CH3:14])[C:9](=[O:15])[CH2:8]2. Given the reactants [Cl:1][CH2:2][C:3]([C:5]1[CH:6]=[C:7]2[C:11](=[CH:12][CH:13]=1)[N:10]([CH3:14])[C:9](=[O:15])[CH2:8]2)=O.C(O)(C(F)(F)F)=O.[SiH](CC)(CC)CC, predict the reaction product. (3) Given the reactants [O:1]=[C:2]([CH2:8][C:9]([O:11][CH3:12])=[O:10])[CH2:3][C:4]([O:6][CH3:7])=[O:5].[BH4-].[Na+], predict the reaction product. The product is: [OH:1][CH:2]([CH2:3][C:4]([O:6][CH3:7])=[O:5])[CH2:8][C:9]([O:11][CH3:12])=[O:10]. (4) Given the reactants FC(F)(F)C(O)=O.FC(F)(F)C(O)=O.[CH2:15]([O:17][C:18](=[O:25])[C@@H:19]1[CH2:23][CH2:22][C@H:21]([CH3:24])[NH:20]1)[CH3:16].C([Mg]Br)C.C(N(CC)CC)C.[CH3:37][C:38]([O:41][C:42](O[C:42]([O:41][C:38]([CH3:40])([CH3:39])[CH3:37])=[O:43])=[O:43])([CH3:40])[CH3:39], predict the reaction product. The product is: [CH3:24][C@@H:21]1[NH:20][C@H:19]([C:18]([O:17][CH2:15][CH3:16])=[O:25])[CH2:23][CH2:22]1.[CH3:16][CH2:15][O:17][C:18]([CH:19]1[CH2:23][CH2:22][CH:21]([CH3:24])[N:20]1[C:42]([O:41][C:38]([CH3:40])([CH3:39])[CH3:37])=[O:43])=[O:25]. (5) The product is: [ClH:38].[F:36][C:2]([F:1])([F:37])[C:3]1[CH:4]=[CH:5][C:6]2[O:10][C:9]([S:11][CH2:12][CH2:13][N:14]3[CH2:19][CH2:18][N:17]([CH2:20][C:21]([NH:23][C:24]4[C:25]([S:33][CH3:34])=[N:26][C:27]([CH3:32])=[CH:28][C:29]=4[S:30][CH3:31])=[O:22])[CH2:16][CH2:15]3)=[N:8][C:7]=2[CH:35]=1. Given the reactants [F:1][C:2]([F:37])([F:36])[C:3]1[CH:4]=[CH:5][C:6]2[O:10][C:9]([S:11][CH2:12][CH2:13][N:14]3[CH2:19][CH2:18][N:17]([CH2:20][C:21]([NH:23][C:24]4[C:25]([S:33][CH3:34])=[N:26][C:27]([CH3:32])=[CH:28][C:29]=4[S:30][CH3:31])=[O:22])[CH2:16][CH2:15]3)=[N:8][C:7]=2[CH:35]=1.[ClH:38].N1C=CC=CC=1, predict the reaction product. (6) The product is: [Cl:13][C:14]1[CH:15]=[N:16][N:17]([C:2]2[C:11]([CH3:12])=[CH:10][C:5]([C:6]([O:8][CH3:9])=[O:7])=[CH:4][N:3]=2)[CH:18]=1. Given the reactants F[C:2]1[C:11]([CH3:12])=[CH:10][C:5]([C:6]([O:8][CH3:9])=[O:7])=[CH:4][N:3]=1.[Cl:13][C:14]1[CH:15]=[N:16][NH:17][CH:18]=1.C(=O)([O-])[O-].[Cs+].[Cs+], predict the reaction product.